The task is: Predict the reactants needed to synthesize the given product.. This data is from Full USPTO retrosynthesis dataset with 1.9M reactions from patents (1976-2016). (1) Given the product [Br:1][C:2]1[CH:7]=[CH:6][C:5]([CH2:8][CH2:9][O:10][CH:11]([CH3:26])[C:12]([N:14]([CH2:23][CH2:24][NH:28][CH2:29][CH2:30][C:31]2[C:39]3[S:38][C:37](=[O:40])[NH:36][C:35]=3[C:34]([OH:41])=[CH:33][CH:32]=2)[CH2:15][CH2:16][C:17]2[CH:22]=[CH:21][CH:20]=[CH:19][CH:18]=2)=[O:13])=[CH:4][CH:3]=1, predict the reactants needed to synthesize it. The reactants are: [Br:1][C:2]1[CH:7]=[CH:6][C:5]([CH2:8][CH2:9][O:10][CH:11]([CH3:26])[C:12]([N:14]([CH2:23][CH:24]=O)[CH2:15][CH2:16][C:17]2[CH:22]=[CH:21][CH:20]=[CH:19][CH:18]=2)=[O:13])=[CH:4][CH:3]=1.Cl.[NH2:28][CH2:29][CH2:30][C:31]1[C:39]2[S:38][C:37](=[O:40])[NH:36][C:35]=2[C:34]([OH:41])=[CH:33][CH:32]=1.C(O)(=O)C.C([BH3-])#N.[Na+]. (2) Given the product [F:39][C:37]1[CH:36]=[CH:35][C:34]([O:40][CH3:41])=[C:33]([S:32][C:31]2[C:24]3[C:23]([NH:21][C@H:19]([C:8]4[N:9]([C:13]5[CH:18]=[CH:17][CH:16]=[CH:15][CH:14]=5)[C:10](=[O:12])[C:11]5=[C:3]([CH3:2])[CH:4]=[CH:5][N:6]5[N:7]=4)[CH3:20])=[N:28][CH:27]=[N:26][C:25]=3[N:29]([CH2:42][O:43][CH2:44][CH2:45][Si:46]([CH3:48])([CH3:47])[CH3:49])[CH:30]=2)[CH:38]=1, predict the reactants needed to synthesize it. The reactants are: [Cl-].[CH3:2][C:3]1[CH:4]=[CH:5][N:6]2[C:11]=1[C:10](=[O:12])[N:9]([C:13]1[CH:18]=[CH:17][CH:16]=[CH:15][CH:14]=1)[C:8]([C@@H:19]([NH3+:21])[CH3:20])=[N:7]2.Cl[C:23]1[C:24]2[C:31]([S:32][C:33]3[CH:38]=[C:37]([F:39])[CH:36]=[CH:35][C:34]=3[O:40][CH3:41])=[CH:30][N:29]([CH2:42][O:43][CH2:44][CH2:45][Si:46]([CH3:49])([CH3:48])[CH3:47])[C:25]=2[N:26]=[CH:27][N:28]=1.[F-].[Cs+].C(N(CC)C(C)C)(C)C. (3) Given the product [ClH:52].[ClH:52].[CH:38]1([C@H:13]([NH:12][C:10](=[O:11])[C@H:9]([CH3:44])[NH:7][CH3:6])[C:14]([N:16]2[C@H:21]([C:22]([NH:23][C@H:24]3[C:32]4[C:27](=[CH:28][CH:29]=[CH:30][CH:31]=4)[CH2:26][C@@H:25]3[F:33])=[O:34])[CH2:20][N:19]3[CH2:35][CH2:36][CH2:37][C@@H:18]3[CH2:17]2)=[O:15])[CH2:43][CH2:42][CH2:41][CH2:40][CH2:39]1, predict the reactants needed to synthesize it. The reactants are: C(O[C:6](=O)[N:7]([C@@H:9]([CH3:44])[C:10]([NH:12][C@@H:13]([CH:38]1[CH2:43][CH2:42][CH2:41][CH2:40][CH2:39]1)[C:14]([N:16]1[C@H:21]([C:22](=[O:34])[NH:23][C@H:24]2[C:32]3[C:27](=[CH:28][CH:29]=[CH:30][CH:31]=3)[CH2:26][C@@H:25]2[F:33])[CH2:20][N:19]2[CH2:35][CH2:36][CH2:37][C@@H:18]2[CH2:17]1)=[O:15])=[O:11])C)(C)(C)C.C(OCC)(=O)C.[ClH:52]. (4) Given the product [CH3:16][N:17]1[C:25]2[N:24]=[C:23]([Br:26])[N:22]([CH2:13][CH:12]=[C:11]([CH3:15])[CH3:10])[C:21]=2[C:20](=[O:27])[NH:19][C:18]1=[O:28], predict the reactants needed to synthesize it. The reactants are: CCN(C(C)C)C(C)C.[CH3:10][C:11]([CH3:15])=[CH:12][CH2:13]Br.[CH3:16][N:17]1[C:25]2[N:24]=[C:23]([Br:26])[NH:22][C:21]=2[C:20](=[O:27])[NH:19][C:18]1=[O:28].